Dataset: NCI-60 drug combinations with 297,098 pairs across 59 cell lines. Task: Regression. Given two drug SMILES strings and cell line genomic features, predict the synergy score measuring deviation from expected non-interaction effect. Drug 2: CC1C(C(CC(O1)OC2CC(CC3=C2C(=C4C(=C3O)C(=O)C5=C(C4=O)C(=CC=C5)OC)O)(C(=O)CO)O)N)O.Cl. Synergy scores: CSS=33.3, Synergy_ZIP=3.57, Synergy_Bliss=4.20, Synergy_Loewe=-35.3, Synergy_HSA=4.57. Cell line: CAKI-1. Drug 1: C(CN)CNCCSP(=O)(O)O.